From a dataset of Full USPTO retrosynthesis dataset with 1.9M reactions from patents (1976-2016). Predict the reactants needed to synthesize the given product. The reactants are: [F:1][C:2]1[CH:3]=[C:4]2[C:8](=[CH:9][C:10]=1[F:11])[NH:7][C:6]([C:12]([NH:14][C@@H:15]1[CH2:23][C:22]3[C:17](=[CH:18][CH:19]=[CH:20][CH:21]=3)[C@H:16]1[CH2:24][C:25]([O:27]C)=[O:26])=[O:13])=[CH:5]2.[OH-].[Na+]. Given the product [F:1][C:2]1[CH:3]=[C:4]2[C:8](=[CH:9][C:10]=1[F:11])[NH:7][C:6]([C:12]([NH:14][C@@H:15]1[CH2:23][C:22]3[C:17](=[CH:18][CH:19]=[CH:20][CH:21]=3)[C@H:16]1[CH2:24][C:25]([OH:27])=[O:26])=[O:13])=[CH:5]2, predict the reactants needed to synthesize it.